Dataset: Reaction yield outcomes from USPTO patents with 853,638 reactions. Task: Predict the reaction yield, written as a fraction of the theoretical maximum amount of product (1.0 means a 100% yield; for example, 0.34 means a 34% yield). (1) The reactants are C(=O)([O-])[O-].[K+].[K+].[C:7]([CH2:9][C:10]([O:12][CH2:13][CH3:14])=[O:11])#[N:8].[CH2:15](Br)[C:16]([C:18]1[CH:23]=[CH:22][CH:21]=[CH:20][CH:19]=1)=[O:17]. The catalyst is CC(C)=O. The product is [C:7]([CH:9]([CH2:15][C:16](=[O:17])[C:18]1[CH:23]=[CH:22][CH:21]=[CH:20][CH:19]=1)[C:10]([O:12][CH2:13][CH3:14])=[O:11])#[N:8]. The yield is 0.900. (2) The reactants are [CH3:1][N:2]1[C:10]2[C:5](=[CH:6][CH:7]=[CH:8][CH:9]=2)[CH:4]=[C:3]1[C:11]([N:13](C1C=CC=CC=1)[C@H:14]([C:16]([NH:18][C@H:19]([CH:24]=[O:25])[CH2:20][C:21]([OH:23])=[O:22])=[O:17])[CH3:15])=[O:12].C=O.[C:34](O)(=O)[CH3:35]. The catalyst is CO. The product is [CH3:1][N:2]1[C:10]2[C:5](=[CH:6][CH:7]=[CH:8][CH:9]=2)[CH:4]=[C:3]1[C:11]([NH:13][C@H:14]([C:16]([NH:18][C@H:19]([CH:24]=[O:25])[CH2:20][C:21]([OH:23])=[O:22])=[O:17])[CH2:15][C:35]1[CH:34]=[CH:5][CH:4]=[CH:3][CH:11]=1)=[O:12]. The yield is 0.250. (3) The reactants are C[S:2]([C:5]1[CH:6]=[CH:7][C:8]([N:14]2[CH2:18][CH2:17][CH2:16][CH2:15]2)=[C:9]([CH:13]=1)[C:10]([OH:12])=[O:11])(=[O:4])=[O:3].ClC1C=CC(S(=O)(=O)[NH:30][CH2:31][CH:32]2[CH2:34][CH2:33]2)=CC=1C(O)=O.N1CCCC1. No catalyst specified. The product is [CH:32]1([CH2:31][NH:30][S:2]([C:5]2[CH:6]=[CH:7][C:8]([N:14]3[CH2:18][CH2:17][CH2:16][CH2:15]3)=[C:9]([CH:13]=2)[C:10]([OH:12])=[O:11])(=[O:4])=[O:3])[CH2:34][CH2:33]1. The yield is 0.380. (4) The yield is 0.510. No catalyst specified. The product is [Cl:1][C:2]1[C:3]([C:8]2[CH:9]=[N:10][C:11]([C:14]([OH:16])=[O:21])=[CH:12][CH:13]=2)=[N:4][CH:5]=[CH:6][CH:7]=1. The reactants are [Cl:1][C:2]1[C:3]([C:8]2[CH:9]=[N:10][C:11]([CH3:14])=[CH:12][CH:13]=2)=[N:4][CH:5]=[CH:6][CH:7]=1.[Mn]([O-])(=O)(=O)=[O:16].[K+].[OH2:21]. (5) The reactants are [Br:1][C:2]1[C:3]([OH:17])=[CH:4][C:5]2[C:6]([CH3:16])([CH3:15])[CH2:7][CH:8]=[C:9]([CH:12]([CH3:14])[CH3:13])[C:10]=2[CH:11]=1.I[CH2:19][CH3:20]. No catalyst specified. The product is [Br:1][C:2]1[CH:11]=[C:10]2[C:5](=[CH:4][C:3]=1[O:17][CH2:19][CH3:20])[C:6]([CH3:15])([CH3:16])[CH2:7][CH:8]=[C:9]2[CH:12]([CH3:13])[CH3:14]. The yield is 0.370.